This data is from CYP2C19 inhibition data for predicting drug metabolism from PubChem BioAssay. The task is: Regression/Classification. Given a drug SMILES string, predict its absorption, distribution, metabolism, or excretion properties. Task type varies by dataset: regression for continuous measurements (e.g., permeability, clearance, half-life) or binary classification for categorical outcomes (e.g., BBB penetration, CYP inhibition). Dataset: cyp2c19_veith. (1) The molecule is N#Cc1cccc(-c2ccc3ncnc(NCc4cccs4)c3c2)c1. The result is 1 (inhibitor). (2) The drug is O=C(O)[C@@H]1C[C@H]1[C@@H](NP(=O)(c1ccccc1)c1ccccc1)c1ccccc1. The result is 0 (non-inhibitor). (3) The compound is CS(=O)(=O)Nc1cccc(-c2ccc3ncnc(NCc4cccnc4)c3c2)c1. The result is 1 (inhibitor). (4) The compound is NS(=O)(=O)c1cc2c(cc1Cl)N[C@@H](CC1CCCC1)NS2(=O)=O. The result is 0 (non-inhibitor).